From a dataset of Catalyst prediction with 721,799 reactions and 888 catalyst types from USPTO. Predict which catalyst facilitates the given reaction. (1) Reactant: [CH:1]1([CH2:7][O:8][C:9]2[C:10]3[N:11]([C:15]([C:19]([OH:21])=O)=[C:16]([CH3:18])[N:17]=3)[CH:12]=[CH:13][CH:14]=2)[CH2:6][CH2:5][CH2:4][CH2:3][CH2:2]1.C(N1C=CN=C1)(N1C=CN=C1)=O.[C:34]([O:37][CH2:38][CH2:39][CH2:40][S:41]([NH2:44])(=[O:43])=[O:42])(=[O:36])[CH3:35].C1CCN2C(=NCCC2)CC1. Product: [C:34]([O:37][CH2:38][CH2:39][CH2:40][S:41]([NH:44][C:19]([C:15]1[N:11]2[CH:12]=[CH:13][CH:14]=[C:9]([O:8][CH2:7][CH:1]3[CH2:2][CH2:3][CH2:4][CH2:5][CH2:6]3)[C:10]2=[N:17][C:16]=1[CH3:18])=[O:21])(=[O:42])=[O:43])(=[O:36])[CH3:35]. The catalyst class is: 375. (2) The catalyst class is: 10. Product: [CH2:8]([C:10]([C:13]1[CH:18]=[CH:17][C:16]([OH:19])=[C:15]([CH3:20])[CH:14]=1)([C:21]1[CH:26]=[CH:25][C:24]([C:37]#[C:36][C:38]2([OH:44])[CH2:43][CH2:42][CH2:41][CH2:40][CH2:39]2)=[C:23]([CH3:35])[CH:22]=1)[CH2:11][CH3:12])[CH3:9]. Reactant: C(N(CC)CC)C.[CH2:8]([C:10]([C:21]1[CH:26]=[CH:25][C:24](OS(C(F)(F)F)(=O)=O)=[C:23]([CH3:35])[CH:22]=1)([C:13]1[CH:18]=[CH:17][C:16]([OH:19])=[C:15]([CH3:20])[CH:14]=1)[CH2:11][CH3:12])[CH3:9].[C:36]([C:38]1([OH:44])[CH2:43][CH2:42][CH2:41][CH2:40][CH2:39]1)#[CH:37]. (3) Product: [CH:41]([O:40][C:38]([NH:37][CH2:36][C:10]1[CH:11]=[C:12]([O:15][CH2:16][CH2:17][C:18]2[N:19]=[C:20]([C:24]3[CH:25]=[CH:26][C:27]([C:30]4[CH:31]=[N:32][CH:33]=[CH:34][CH:35]=4)=[CH:28][CH:29]=3)[O:21][C:22]=2[CH3:23])[CH:13]=[CH:14][C:9]=1[CH2:8][CH2:7][C:6]([OH:44])=[O:5])=[O:39])([CH3:43])[CH3:42]. Reactant: C([O:5][C:6](=[O:44])[CH2:7][CH2:8][C:9]1[CH:14]=[CH:13][C:12]([O:15][CH2:16][CH2:17][C:18]2[N:19]=[C:20]([C:24]3[CH:29]=[CH:28][C:27]([C:30]4[CH:31]=[N:32][CH:33]=[CH:34][CH:35]=4)=[CH:26][CH:25]=3)[O:21][C:22]=2[CH3:23])=[CH:11][C:10]=1[CH2:36][NH:37][C:38]([O:40][CH:41]([CH3:43])[CH3:42])=[O:39])(C)(C)C.Cl. The catalyst class is: 1. (4) Product: [F:26][C:2]([F:1])([F:27])[C:3]1[CH:25]=[CH:24][CH:23]=[CH:22][C:4]=1[O:5][CH:6]1[CH2:11][CH2:10][N:9]([C:12]2[N:17]=[N:16][C:15]([C:18]([OH:20])=[O:19])=[CH:14][CH:13]=2)[CH2:8][CH2:7]1. Reactant: [F:1][C:2]([F:27])([F:26])[C:3]1[CH:25]=[CH:24][CH:23]=[CH:22][C:4]=1[O:5][CH:6]1[CH2:11][CH2:10][N:9]([C:12]2[N:17]=[N:16][C:15]([C:18]([O:20]C)=[O:19])=[CH:14][CH:13]=2)[CH2:8][CH2:7]1.[OH-].[Na+].Cl. The catalyst class is: 36. (5) Reactant: [OH:1][C@H:2]1[CH2:6][CH2:5][N:4]([C:7]([O:9][C:10]([CH3:13])([CH3:12])[CH3:11])=[O:8])[CH2:3]1.C([O-])([O-])=O.[Cs+].[Cs+].Cl[C:21]1[N:26]=[C:25]([C:27]#[N:28])[CH:24]=[CH:23][C:22]=1[CH3:29]. Product: [C:27]([C:25]1[N:26]=[C:21]([O:1][C@H:2]2[CH2:6][CH2:5][N:4]([C:7]([O:9][C:10]([CH3:13])([CH3:12])[CH3:11])=[O:8])[CH2:3]2)[C:22]([CH3:29])=[CH:23][CH:24]=1)#[N:28]. The catalyst class is: 37. (6) Reactant: [F:1][C:2]1[CH:19]=[CH:18][C:5]([CH2:6][N:7]2[C:14](=O)[CH:13]3[NH:16][CH:9]([CH2:10][CH2:11][CH2:12]3)[C:8]2=O)=[CH:4][CH:3]=1.COCCO[AlH2-]OCCOC.[Na+].[OH-].[Na+].[Cl-].[NH4+]. Product: [F:1][C:2]1[CH:3]=[CH:4][C:5]([CH2:6][N:7]2[CH2:8][CH:9]3[NH:16][CH:13]([CH2:12][CH2:11][CH2:10]3)[CH2:14]2)=[CH:18][CH:19]=1. The catalyst class is: 93. (7) Reactant: Cl.Cl.[F:3][C:4]([F:15])([F:14])[C:5]1[N:10]=[CH:9][C:8]([C@H:11]([NH2:13])[CH3:12])=[CH:7][CH:6]=1.C(N(CC)C(C)C)(C)C.Cl[C:26]1[C:27]2[CH2:35][N:34]([C:36]3[CH:41]=[CH:40][C:39]([CH3:42])=[CH:38][N:37]=3)[CH2:33][CH2:32][C:28]=2[N:29]=[CH:30][N:31]=1. Product: [CH3:42][C:39]1[CH:40]=[CH:41][C:36]([N:34]2[CH2:33][CH2:32][C:28]3[N:29]=[CH:30][N:31]=[C:26]([NH:13][C@@H:11]([C:8]4[CH:9]=[N:10][C:5]([C:4]([F:14])([F:3])[F:15])=[CH:6][CH:7]=4)[CH3:12])[C:27]=3[CH2:35]2)=[N:37][CH:38]=1. The catalyst class is: 10.